Dataset: Full USPTO retrosynthesis dataset with 1.9M reactions from patents (1976-2016). Task: Predict the reactants needed to synthesize the given product. (1) Given the product [CH:1]1([N:5]2[CH2:6][CH2:7][CH:8]([O:11][C:12]3[CH:13]=[CH:14][C:15]([CH2:18][CH2:19][CH2:20][CH2:21][OH:22])=[CH:16][CH:17]=3)[CH2:9][CH2:10]2)[CH2:4][CH2:3][CH2:2]1, predict the reactants needed to synthesize it. The reactants are: [CH:1]1([N:5]2[CH2:10][CH2:9][CH:8]([O:11][C:12]3[CH:17]=[CH:16][C:15]([C:18]#[C:19][CH2:20][CH2:21][OH:22])=[CH:14][CH:13]=3)[CH2:7][CH2:6]2)[CH2:4][CH2:3][CH2:2]1.C(O)(=O)C. (2) Given the product [F:36][C:33]([F:34])([F:35])[O:32][C:28]1[CH:27]=[C:26]([CH2:25][C:24]([NH:23][C:20]2[S:19][C:18]([CH2:17][CH2:16][CH2:15][CH2:14][N:12]3[CH:13]=[C:9]([C:7]([NH2:6])=[O:8])[N:10]=[N:11]3)=[N:22][N:21]=2)=[O:37])[CH:31]=[CH:30][CH:29]=1, predict the reactants needed to synthesize it. The reactants are: COC1C=C(OC)C=CC=1C[NH:6][C:7]([C:9]1[N:10]=[N:11][N:12]([CH2:14][CH2:15][CH2:16][CH2:17][C:18]2[S:19][C:20]([NH:23][C:24](=[O:37])[CH2:25][C:26]3[CH:31]=[CH:30][CH:29]=[C:28]([O:32][C:33]([F:36])([F:35])[F:34])[CH:27]=3)=[N:21][N:22]=2)[CH:13]=1)=[O:8].C(O)(C(F)(F)F)=O. (3) Given the product [F:1][C:2]1[CH:7]=[C:6]([F:8])[C:5]([F:9])=[CH:4][C:3]=1[CH:10]1[CH2:19][CH2:18][C:13]2([O:14][CH2:15][CH2:16][O:17]2)[CH2:12][CH:11]1[C:20]([O:22][CH3:23])=[O:21], predict the reactants needed to synthesize it. The reactants are: [F:1][C:2]1[CH:7]=[C:6]([F:8])[C:5]([F:9])=[CH:4][C:3]=1[C:10]1[CH2:19][CH2:18][C:13]2([O:17][CH2:16][CH2:15][O:14]2)[CH2:12][C:11]=1[C:20]([O:22][CH3:23])=[O:21].[Mg]. (4) Given the product [Br:1][C:2]1[CH:3]=[C:4]([NH:9][C:10]2[C:11]3[CH:19]=[C:18]([NH2:20])[N:17]=[CH:16][C:12]=3[N:13]=[CH:14][N:15]=2)[CH:5]=[CH:6][C:7]=1[Cl:8], predict the reactants needed to synthesize it. The reactants are: [Br:1][C:2]1[CH:3]=[C:4]([NH:9][C:10]2[C:11]3[CH:19]=[C:18]([NH:20]CC4C=CC(OC)=CC=4)[N:17]=[CH:16][C:12]=3[N:13]=[CH:14][N:15]=2)[CH:5]=[CH:6][C:7]=1[Cl:8].FC(F)(F)C(O)=O.C1(OC)C=CC=CC=1. (5) The reactants are: [Br:1][C:2]1[C:3]([O:8][C:9]2[CH:14]=[CH:13][C:12]([NH:15][C:16]3[S:17][C:18]4[CH:24]=[CH:23][CH:22]=[CH:21][C:19]=4[N:20]=3)=[CH:11][CH:10]=2)=[N:4][CH:5]=[CH:6][CH:7]=1.[C:33](O[C:33]([O:35][C:36]([CH3:39])(C)C)=[O:34])([O:35][C:36](C)(C)[CH3:39])=[O:34].[CH2:40]1COC[CH2:41]1. Given the product [S:17]1[C:18]2[CH:24]=[CH:23][CH:22]=[CH:21][C:19]=2[N:20]=[C:16]1[N:15]([C:12]1[CH:11]=[CH:10][C:9]([O:8][C:3]2[C:2]([Br:1])=[CH:7][CH:6]=[CH:5][N:4]=2)=[CH:14][CH:13]=1)[C:33](=[O:34])[O:35][CH2:36][CH2:39][CH2:40][CH3:41], predict the reactants needed to synthesize it. (6) Given the product [F:13][C:14]1[CH:19]=[CH:18][C:17]([C:20]2[N:32]([C:33]3[CH:38]=[CH:37][CH:36]=[CH:35][CH:34]=3)[C:22]([C:25]3[CH:30]=[CH:29][C:28]([F:31])=[CH:27][CH:26]=3)=[N:23][N:24]=2)=[CH:16][CH:15]=1, predict the reactants needed to synthesize it. The reactants are: O.C1(C)C=CC(S(O)(=O)=O)=CC=1.[F:13][C:14]1[CH:19]=[CH:18][C:17]([C:20]2O[C:22]([C:25]3[CH:30]=[CH:29][C:28]([F:31])=[CH:27][CH:26]=3)=[N:23][N:24]=2)=[CH:16][CH:15]=1.[NH2:32][C:33]1[CH:38]=[CH:37][CH:36]=[CH:35][CH:34]=1. (7) The reactants are: [CH3:1][O:2][C:3]1[CH:4]=[C:5]([CH2:9][CH2:10][NH:11][C:12]([C:14]2[S:15][CH:16]=[CH:17][CH:18]=2)=O)[CH:6]=[CH:7][CH:8]=1.P(Cl)(Cl)(Cl)=O. Given the product [CH3:1][O:2][C:3]1[CH:4]=[C:5]2[C:6](=[CH:7][CH:8]=1)[C:12]([C:14]1[S:15][CH:16]=[CH:17][CH:18]=1)=[N:11][CH2:10][CH2:9]2, predict the reactants needed to synthesize it. (8) Given the product [OH:38][C@@H:36]([CH3:37])[C@H:33]([NH:32][C:21]([C:20]1[C:14]2[C:15](=[N:16][CH:17]=[C:12]([C:6]3[C:5]4[C:9](=[CH:10][C:2]([F:1])=[CH:3][CH:4]=4)[N:8]([CH3:11])[N:7]=3)[N:13]=2)[N:18]([CH2:24][O:25][CH2:26][CH2:27][Si:28]([CH3:29])([CH3:31])[CH3:30])[CH:19]=1)=[O:23])[CH2:34][OH:35], predict the reactants needed to synthesize it. The reactants are: [F:1][C:2]1[CH:10]=[C:9]2[C:5]([C:6]([C:12]3[N:13]=[C:14]4[C:20]([C:21]([OH:23])=O)=[CH:19][N:18]([CH2:24][O:25][CH2:26][CH2:27][Si:28]([CH3:31])([CH3:30])[CH3:29])[C:15]4=[N:16][CH:17]=3)=[N:7][N:8]2[CH3:11])=[CH:4][CH:3]=1.[NH2:32][C@@H:33]([C@@H:36]([OH:38])[CH3:37])[CH2:34][OH:35].CN(C(ON1N=NC2C=CC=NC1=2)=[N+](C)C)C.F[P-](F)(F)(F)(F)F.C(N(CC)C(C)C)(C)C. (9) Given the product [CH2:1]([O:3][C:4](=[O:23])[C:5]1[CH:10]=[CH:9][CH:8]=[C:7]([S:11][C:12]2[C:20]3[C:15](=[CH:16][C:17]([Cl:21])=[CH:18][CH:19]=3)[N:14]([C:25]3[CH:26]=[N:27][N:28]([C:30]4[CH:31]=[CH:32][CH:33]=[CH:34][CH:35]=4)[CH:29]=3)[C:13]=2[CH3:22])[CH:6]=1)[CH3:2], predict the reactants needed to synthesize it. The reactants are: [CH2:1]([O:3][C:4](=[O:23])[C:5]1[CH:10]=[CH:9][CH:8]=[C:7]([S:11][C:12]2[C:20]3[C:15](=[CH:16][C:17]([Cl:21])=[CH:18][CH:19]=3)[NH:14][C:13]=2[CH3:22])[CH:6]=1)[CH3:2].Br[C:25]1[CH:26]=[N:27][N:28]([C:30]2[CH:35]=[CH:34][CH:33]=[CH:32][CH:31]=2)[CH:29]=1. (10) Given the product [CH:1]([N:4]1[CH2:5][CH2:6][N:7]([C:10]([C:12]2[CH:13]=[C:14]3[C:18](=[CH:19][CH:20]=2)[NH:17][C:16]([C:21]([N:51]2[CH2:52][CH2:53][CH:48]([CH3:47])[CH2:49][CH2:50]2)=[O:23])=[CH:15]3)=[O:11])[CH2:8][CH2:9]1)([CH3:3])[CH3:2], predict the reactants needed to synthesize it. The reactants are: [CH:1]([N:4]1[CH2:9][CH2:8][N:7]([C:10]([C:12]2[CH:13]=[C:14]3[C:18](=[CH:19][CH:20]=2)[NH:17][C:16]([C:21]([OH:23])=O)=[CH:15]3)=[O:11])[CH2:6][CH2:5]1)([CH3:3])[CH3:2].Cl.F[B-](F)(F)F.N1(OC(N(C)C)=[N+](C)C)C2C=CC=CC=2N=N1.[CH3:47][CH:48]1[CH2:53][CH2:52][NH:51][CH2:50][CH2:49]1.C(N(CC)C(C)C)(C)C.